Dataset: Buchwald-Hartwig C-N cross coupling reaction yields with 55,370 reactions. Task: Predict the reaction yield, written as a fraction of the theoretical maximum amount of product (1.0 means a 100% yield; for example, 0.34 means a 34% yield). (1) The reactants are COc1ccc(I)cc1.Cc1ccc(N)cc1.O=S(=O)(O[Pd]1c2ccccc2-c2ccccc2N~1)C(F)(F)F.COc1ccc(OC)c(P(C(C)(C)C)C(C)(C)C)c1-c1c(C(C)C)cc(C(C)C)cc1C(C)C.CN1CCCN2CCCN=C12.Cc1cc(-c2ccccc2)on1. No catalyst specified. The product is COc1ccc(Nc2ccc(C)cc2)cc1. The yield is 0.495. (2) The reactants are COc1ccc(Cl)cc1.Cc1ccc(N)cc1.O=S(=O)(O[Pd]1c2ccccc2-c2ccccc2N~1)C(F)(F)F.CC(C)c1cc(C(C)C)c(-c2ccccc2P(C2CCCCC2)C2CCCCC2)c(C(C)C)c1.CN(C)C(=NC(C)(C)C)N(C)C.c1ccc(-c2ccno2)cc1. No catalyst specified. The product is COc1ccc(Nc2ccc(C)cc2)cc1. The yield is 0.00456. (3) The reactants are CCc1ccc(I)cc1.Cc1ccc(N)cc1.O=S(=O)(O[Pd]1c2ccccc2-c2ccccc2N~1)C(F)(F)F.COc1ccc(OC)c(P([C@]23C[C@H]4C[C@H](C[C@H](C4)C2)C3)[C@]23C[C@H]4C[C@H](C[C@H](C4)C2)C3)c1-c1c(C(C)C)cc(C(C)C)cc1C(C)C.CCN=P(N=P(N(C)C)(N(C)C)N(C)C)(N(C)C)N(C)C.Cc1ccon1. No catalyst specified. The product is CCc1ccc(Nc2ccc(C)cc2)cc1. The yield is 0.828. (4) The reactants are FC(F)(F)c1ccc(Cl)cc1.Cc1ccc(N)cc1.O=S(=O)(O[Pd]1c2ccccc2-c2ccccc2N~1)C(F)(F)F.COc1ccc(OC)c(P([C@]23C[C@H]4C[C@H](C[C@H](C4)C2)C3)[C@]23C[C@H]4C[C@H](C[C@H](C4)C2)C3)c1-c1c(C(C)C)cc(C(C)C)cc1C(C)C.CN(C)C(=NC(C)(C)C)N(C)C.CCOC(=O)c1cnoc1C. No catalyst specified. The product is Cc1ccc(Nc2ccc(C(F)(F)F)cc2)cc1. The yield is 0.